From a dataset of Reaction yield outcomes from USPTO patents with 853,638 reactions. Predict the reaction yield, written as a fraction of the theoretical maximum amount of product (1.0 means a 100% yield; for example, 0.34 means a 34% yield). (1) The reactants are [CH3:1][O:2][C:3]([C@H:5](OS(C(F)(F)F)(=O)=O)[CH2:6][N:7]([C:12]1[CH:17]=[CH:16][C:15]([O:18][C:19]2[CH:24]=[CH:23][C:22]([C:25]([F:28])([F:27])[F:26])=[CH:21][CH:20]=2)=[CH:14][CH:13]=1)[S:8]([CH3:11])(=[O:10])=[O:9])=[O:4].[CH3:37][NH:38][CH2:39][CH2:40][CH2:41][Cl:42]. The catalyst is C(Cl)Cl. The product is [Cl:42][CH2:41][CH2:40][CH2:39][N:38]([C@H:5]([C:3]([O:2][CH3:1])=[O:4])[CH2:6][N:7]([C:12]1[CH:13]=[CH:14][C:15]([O:18][C:19]2[CH:24]=[CH:23][C:22]([C:25]([F:28])([F:26])[F:27])=[CH:21][CH:20]=2)=[CH:16][CH:17]=1)[S:8]([CH3:11])(=[O:9])=[O:10])[CH3:37]. The yield is 0.810. (2) The reactants are [CH3:1][O:2][CH2:3][CH2:4][O:5][C:6]1[CH:11]=[CH:10][N:9]2[C:12]([C:15]3[CH:24]=[CH:23][C:22]4[C:17](=[C:18]([OH:25])[CH:19]=[CH:20][CH:21]=4)[N:16]=3)=[CH:13][N:14]=[C:8]2[CH:7]=1.C1(P(C2C=CC=CC=2)C2C=CC=CC=2)C=CC=CC=1.[CH3:45][N:46]1[CH2:50][CH2:49][CH:48]([CH2:51]O)[CH2:47]1.N(C(OCC)=O)=NC(OCC)=O.C(=O)(O)[O-].[Na+]. The catalyst is C1COCC1. The product is [CH3:1][O:2][CH2:3][CH2:4][O:5][C:6]1[CH:11]=[CH:10][N:9]2[C:12]([C:15]3[CH:24]=[CH:23][C:22]4[C:17](=[C:18]([O:25][CH2:51][CH:48]5[CH2:49][CH2:50][N:46]([CH3:45])[CH2:47]5)[CH:19]=[CH:20][CH:21]=4)[N:16]=3)=[CH:13][N:14]=[C:8]2[CH:7]=1. The yield is 0.0900.